Task: Regression. Given two drug SMILES strings and cell line genomic features, predict the synergy score measuring deviation from expected non-interaction effect.. Dataset: NCI-60 drug combinations with 297,098 pairs across 59 cell lines (1) Drug 1: C1CCN(CC1)CCOC2=CC=C(C=C2)C(=O)C3=C(SC4=C3C=CC(=C4)O)C5=CC=C(C=C5)O. Drug 2: C1=CC(=C2C(=C1NCCNCCO)C(=O)C3=C(C=CC(=C3C2=O)O)O)NCCNCCO. Cell line: RPMI-8226. Synergy scores: CSS=46.1, Synergy_ZIP=5.99, Synergy_Bliss=6.17, Synergy_Loewe=-26.4, Synergy_HSA=4.08. (2) Drug 1: CC12CCC(CC1=CCC3C2CCC4(C3CC=C4C5=CN=CC=C5)C)O. Drug 2: CN1CCC(CC1)COC2=C(C=C3C(=C2)N=CN=C3NC4=C(C=C(C=C4)Br)F)OC. Cell line: COLO 205. Synergy scores: CSS=-8.41, Synergy_ZIP=4.21, Synergy_Bliss=2.84, Synergy_Loewe=-7.14, Synergy_HSA=-6.14.